The task is: Regression. Given two drug SMILES strings and cell line genomic features, predict the synergy score measuring deviation from expected non-interaction effect.. This data is from NCI-60 drug combinations with 297,098 pairs across 59 cell lines. (1) Drug 1: CCC1(CC2CC(C3=C(CCN(C2)C1)C4=CC=CC=C4N3)(C5=C(C=C6C(=C5)C78CCN9C7C(C=CC9)(C(C(C8N6C)(C(=O)OC)O)OC(=O)C)CC)OC)C(=O)OC)O.OS(=O)(=O)O. Drug 2: CCC1=C2CN3C(=CC4=C(C3=O)COC(=O)C4(CC)O)C2=NC5=C1C=C(C=C5)O. Cell line: A498. Synergy scores: CSS=21.0, Synergy_ZIP=-5.37, Synergy_Bliss=0.752, Synergy_Loewe=-20.1, Synergy_HSA=1.36. (2) Drug 1: C1=CC(=CC=C1CC(C(=O)O)N)N(CCCl)CCCl.Cl. Drug 2: C1=NNC2=C1C(=O)NC=N2. Cell line: U251. Synergy scores: CSS=24.4, Synergy_ZIP=-7.58, Synergy_Bliss=-2.87, Synergy_Loewe=-8.93, Synergy_HSA=-2.75. (3) Drug 1: C1=C(C(=O)NC(=O)N1)F. Drug 2: CC=C1C(=O)NC(C(=O)OC2CC(=O)NC(C(=O)NC(CSSCCC=C2)C(=O)N1)C(C)C)C(C)C. Cell line: T-47D. Synergy scores: CSS=34.9, Synergy_ZIP=-4.58, Synergy_Bliss=-6.66, Synergy_Loewe=-5.38, Synergy_HSA=-3.24. (4) Drug 1: CC(CN1CC(=O)NC(=O)C1)N2CC(=O)NC(=O)C2. Drug 2: CN(C)N=NC1=C(NC=N1)C(=O)N. Cell line: OVCAR-4. Synergy scores: CSS=17.8, Synergy_ZIP=-2.97, Synergy_Bliss=2.97, Synergy_Loewe=0.846, Synergy_HSA=2.99.